From a dataset of Forward reaction prediction with 1.9M reactions from USPTO patents (1976-2016). Predict the product of the given reaction. (1) Given the reactants [C:1]([O:4][CH2:5][C:6](Cl)=[O:7])(=[O:3])[CH3:2].[NH2:9][CH:10]1[CH2:15][CH2:14][N:13]([CH2:16][C:17]2[CH:18]=[CH:19][N:20]3[C:25]=2[C:24]([NH:26][C:27]2[CH:28]=[C:29]4[C:33](=[CH:34][CH:35]=2)[N:32]([CH2:36][C:37]2[CH:42]=[CH:41][CH:40]=[C:39]([F:43])[CH:38]=2)[N:31]=[CH:30]4)=[N:23][CH:22]=[N:21]3)[CH2:12][CH2:11]1.C(N(CC)CC)C, predict the reaction product. The product is: [F:43][C:39]1[CH:38]=[C:37]([CH:42]=[CH:41][CH:40]=1)[CH2:36][N:32]1[C:33]2[C:29](=[CH:28][C:27]([NH:26][C:24]3[C:25]4=[C:17]([CH2:16][N:13]5[CH2:12][CH2:11][CH:10]([NH:9][C:6]([CH2:5][O:4][C:1](=[O:3])[CH3:2])=[O:7])[CH2:15][CH2:14]5)[CH:18]=[CH:19][N:20]4[N:21]=[CH:22][N:23]=3)=[CH:35][CH:34]=2)[CH:30]=[N:31]1. (2) Given the reactants C(=O)(O)[O-].[K+].[F:6][C:7]1[C:13](F)=[CH:12][C:10]([NH2:11])=[C:9]([N+:15]([O-:17])=[O:16])[CH:8]=1.[C:18]([O:22][C:23]([N:25]1[CH2:30][CH2:29][NH:28][CH2:27][CH2:26]1)=[O:24])([CH3:21])([CH3:20])[CH3:19].O, predict the reaction product. The product is: [C:18]([O:22][C:23]([N:25]1[CH2:30][CH2:29][N:28]([C:13]2[CH:12]=[C:10]([NH2:11])[C:9]([N+:15]([O-:17])=[O:16])=[CH:8][C:7]=2[F:6])[CH2:27][CH2:26]1)=[O:24])([CH3:21])([CH3:19])[CH3:20]. (3) Given the reactants [NH2:1][CH2:2][CH2:3][O:4][C:5]1[C:10]([CH3:11])=[CH:9][C:8]([C:12]2[NH:13][C:14](=[O:26])[C:15]3[C:20]([CH:21]=2)=[CH:19][C:18]([O:22][CH3:23])=[CH:17][C:16]=3[O:24][CH3:25])=[CH:7][C:6]=1[CH3:27].[CH:28](O)=[O:29], predict the reaction product. The product is: [CH3:23][O:22][C:18]1[CH:19]=[C:20]2[C:15](=[C:16]([O:24][CH3:25])[CH:17]=1)[C:14](=[O:26])[NH:13][C:12]([C:8]1[CH:7]=[C:6]([CH3:27])[C:5]([O:4][CH2:3][CH2:2][NH:1][CH:28]=[O:29])=[C:10]([CH3:11])[CH:9]=1)=[CH:21]2. (4) Given the reactants [CH3:1][C:2]1[N:7]=[C:6]2[NH:8][N:9]=[CH:10][C:5]2=[C:4]([NH2:11])[N:3]=1.I[C:13]1[CH:17]=[CH:16][S:15][CH:14]=1, predict the reaction product. The product is: [CH3:1][C:2]1[N:7]=[C:6]2[N:8]([C:13]3[CH:17]=[CH:16][S:15][CH:14]=3)[N:9]=[CH:10][C:5]2=[C:4]([NH2:11])[N:3]=1. (5) Given the reactants [F:1][C:2]1[CH:3]=[C:4]([CH:9]2[CH2:14][CH:13]([C:15]([O:17]C)=[O:16])[CH2:12][CH2:11][N:10]2[C:19]([O:21][CH3:22])=[O:20])[CH:5]=[CH:6][C:7]=1[F:8].[Br-].[Li+], predict the reaction product. The product is: [F:1][C:2]1[CH:3]=[C:4]([CH:9]2[CH2:14][CH:13]([C:15]([OH:17])=[O:16])[CH2:12][CH2:11][N:10]2[C:19]([O:21][CH3:22])=[O:20])[CH:5]=[CH:6][C:7]=1[F:8]. (6) Given the reactants [F:1][C:2]1[CH:3]=[CH:4][C:5](B(O)O)=[C:6]2[C:10]=1[C@H:9]([O:11][C:12]1[CH:25]=[CH:24][C:15]3[C@H:16]([CH2:19][C:20]([O:22][CH3:23])=[O:21])[CH2:17][O:18][C:14]=3[CH:13]=1)[CH2:8][CH2:7]2.[OH:29][C:30]1[CH:31]=[C:32]([N:36]2[CH2:40][CH2:39][CH2:38][C:37]2=[O:41])[CH:33]=[CH:34][CH:35]=1, predict the reaction product. The product is: [CH3:23][O:22][C:20](=[O:21])[CH2:19][C@H:16]1[C:15]2[CH:24]=[CH:25][C:12]([O:11][C@H:9]3[C:10]4[C:6](=[C:5]([O:29][C:30]5[CH:35]=[CH:34][CH:33]=[C:32]([N:36]6[CH2:40][CH2:39][CH2:38][C:37]6=[O:41])[CH:31]=5)[CH:4]=[CH:3][C:2]=4[F:1])[CH2:7][CH2:8]3)=[CH:13][C:14]=2[O:18][CH2:17]1. (7) Given the reactants [C:1]1([CH3:19])[CH:6]=[CH:5][CH:4]=[C:3]([C:7]#[C:8][C:9]2([OH:18])[CH2:17][CH2:16][CH2:15][CH:14]3[CH:10]2[CH2:11][NH:12][CH2:13]3)[CH:2]=1.Cl[C:21]([O:23][CH3:24])=[O:22].CCN(C(C)C)C(C)C, predict the reaction product. The product is: [CH3:24][O:23][C:21]([N:12]1[CH2:11][CH:10]2[CH:14]([CH2:15][CH2:16][CH2:17][C:9]2([OH:18])[C:8]#[C:7][C:3]2[CH:2]=[C:1]([CH3:19])[CH:6]=[CH:5][CH:4]=2)[CH2:13]1)=[O:22]. (8) Given the reactants C([O:4][CH2:5][C:6]1([CH2:30][Cl:31])[C:11]2=[N:12][C:13]([C:25]([O:27]CC)=O)=[C:14]([O:17]CC3C=CC=CC=3)[C:15](=[O:16])[N:10]2[CH2:9][CH2:8][O:7]1)(=O)C.Cl.[F:33][C:34]1[CH:41]=[CH:40][C:37]([CH2:38][NH2:39])=[C:36]([N:42]2[CH:46]=[N:45][C:44]([CH3:47])=[N:43]2)[CH:35]=1.C(N(CC)CC)C.C([O-])([O-])=O.[Cs+].[Cs+], predict the reaction product. The product is: [F:33][C:34]1[CH:41]=[CH:40][C:37]([CH2:38][NH:39][C:25]([C:13]2[N:12]=[C:11]3[N:10]([C:15](=[O:16])[C:14]=2[OH:17])[CH2:9][CH2:8][O:7][C:6]3([CH2:30][Cl:31])[CH2:5][OH:4])=[O:27])=[C:36]([N:42]2[CH:46]=[N:45][C:44]([CH3:47])=[N:43]2)[CH:35]=1.